This data is from Catalyst prediction with 721,799 reactions and 888 catalyst types from USPTO. The task is: Predict which catalyst facilitates the given reaction. (1) Reactant: [NH:1]1[CH:9]=[C:7]([CH3:8])[C:5](=[O:6])[NH:4][C:2]1=[O:3].C(=O)([O-])[O-].[Na+].[Na+].[CH2:16]([O:18][C:19]([CH:21]([P:32]([O:37][CH2:38][CH3:39])([O:34][CH2:35][CH3:36])=[O:33])[O:22][C@H:23]1[CH2:27][C@@H:26](OC(=O)C)[CH:25]=[CH:24]1)=[O:20])[CH3:17].ClCCl. Product: [CH2:16]([O:18][C:19]([CH:21]([P:32]([O:37][CH2:38][CH3:39])([O:34][CH2:35][CH3:36])=[O:33])[O:22][C@@H:23]1[CH2:27][C@H:26]([N:1]2[CH:9]=[C:7]([CH3:8])[C:5](=[O:6])[NH:4][C:2]2=[O:3])[CH:25]=[CH:24]1)=[O:20])[CH3:17]. The catalyst class is: 790. (2) Reactant: F[C:2]1[CH:7]=[CH:6][C:5]([N+:8]([O-:10])=[O:9])=[CH:4][CH:3]=1.[OH:11][C:12]1[CH:13]=[C:14]([CH:20]=[CH:21][CH:22]=1)[C:15]([O:17][CH2:18][CH3:19])=[O:16].C([O-])([O-])=O.[K+].[K+].O. Product: [CH2:18]([O:17][C:15]([C:14]1[CH:13]=[C:12]([CH:22]=[CH:21][CH:20]=1)[O:11][C:2]1[CH:7]=[CH:6][C:5]([N+:8]([O-:10])=[O:9])=[CH:4][CH:3]=1)=[O:16])[CH3:19]. The catalyst class is: 3. (3) Reactant: [C:1]([O:5][C:6](=[O:36])[CH2:7][CH2:8][NH:9][CH:10]([C:15]1[CH:24]=[CH:23][C:22]2[C:17](=[CH:18][CH:19]=[C:20]([O:25][CH:26]3[CH2:31][CH2:30][CH:29]([C:32]([CH3:35])([CH3:34])[CH3:33])[CH2:28][CH2:27]3)[CH:21]=2)[CH:16]=1)[C:11]([F:14])([F:13])[F:12])(C)(C)C.O1CCOCC1. Product: [CH3:1][O:5][C:6](=[O:36])[CH2:7][CH2:8][NH:9][CH:10]([C:15]1[CH:24]=[CH:23][C:22]2[C:17](=[CH:18][CH:19]=[C:20]([O:25][CH:26]3[CH2:27][CH2:28][CH:29]([C:32]([CH3:34])([CH3:33])[CH3:35])[CH2:30][CH2:31]3)[CH:21]=2)[CH:16]=1)[C:11]([F:14])([F:13])[F:12]. The catalyst class is: 33. (4) Reactant: [CH3:1][O:2][C:3]1[CH:4]=[C:5]2[C:10](=[CH:11][CH:12]=1)[N:9]=[CH:8][CH:7]=[CH:6]2. Product: [CH3:1][O:2][C:3]1[CH:4]=[C:5]2[C:10](=[CH:11][CH:12]=1)[NH:9][CH2:8][CH2:7][CH2:6]2. The catalyst class is: 458. (5) Reactant: [Cl:1][C:2]1[CH:3]=[C:4]2[C:9](=[CH:10][CH:11]=1)[NH:8][C:7](=[O:12])[N:6]([CH2:13][C:14]([F:17])([F:16])[F:15])[C:5]2([C:19]1[CH:24]=[CH:23][C:22]([Br:25])=[CH:21][CH:20]=1)O.[CH2:26](N(CC)CC)[CH3:27].S(Cl)(Cl)=O.C([Mg]Br)C. Product: [Cl:1][C:2]1[CH:3]=[C:4]2[C:9](=[CH:10][CH:11]=1)[NH:8][C:7](=[O:12])[N:6]([CH2:13][C:14]([F:17])([F:16])[F:15])[C:5]2([CH2:26][CH3:27])[C:19]1[CH:24]=[CH:23][C:22]([Br:25])=[CH:21][CH:20]=1. The catalyst class is: 1. (6) Reactant: [OH:1][C:2]1([C:15]2[CH:16]=[N:17][CH:18]=[CH:19][CH:20]=2)[CH2:7][CH2:6][N:5]([C:8]([O:10][C:11]([CH3:14])([CH3:13])[CH3:12])=[O:9])[CH2:4][CH2:3]1.[NH2-:21].[Na+].ClCl. The catalyst class is: 48. Product: [N:17]1[CH:18]=[CH:19][CH:20]=[C:15]([C:2]2([O:1][CH2:12][CH2:11][CH2:13][N:21]3[CH2:4][CH2:3][CH2:2][CH2:7]3)[CH2:7][CH2:6][N:5]([C:8]([O:10][C:11]([CH3:14])([CH3:13])[CH3:12])=[O:9])[CH2:4][CH2:3]2)[CH:16]=1. (7) Product: [Cl:23][C:16]1[N:17]=[CH:18][C:19]2[NH:20][C:4](=[O:3])[CH:5]([CH3:24])[CH2:6][N:7]([CH:8]3[CH2:13][CH2:12][CH2:11][CH2:10][CH2:9]3)[C:14]=2[N:15]=1. The catalyst class is: 180. Reactant: C([O:3][C:4](=O)[CH:5]([CH3:24])[CH2:6][N:7]([C:14]1[C:19]([N+:20]([O-])=O)=[CH:18][N:17]=[C:16]([Cl:23])[N:15]=1)[CH:8]1[CH2:13][CH2:12][CH2:11][CH2:10][CH2:9]1)C. (8) Reactant: [Cl:1][C:2]1[CH:3]=[C:4]([NH:23][S:24]([C:27]([F:30])([F:29])[F:28])(=[O:26])=[O:25])[CH:5]=[CH:6][C:7]=1[C:8]1[N:9]=[C:10]([C:13]2[CH:18]=[CH:17][N:16]=[C:15]([CH2:19][CH:20]([CH3:22])[CH3:21])[CH:14]=2)[S:11][CH:12]=1.Cl. Product: [ClH:1].[Cl:1][C:2]1[CH:3]=[C:4]([NH:23][S:24]([C:27]([F:30])([F:28])[F:29])(=[O:26])=[O:25])[CH:5]=[CH:6][C:7]=1[C:8]1[N:9]=[C:10]([C:13]2[CH:18]=[CH:17][N:16]=[C:15]([CH2:19][CH:20]([CH3:22])[CH3:21])[CH:14]=2)[S:11][CH:12]=1. The catalyst class is: 21. (9) Reactant: [Cl:1][C:2]1[CH:3]=[C:4]([C:10]2[C:14]([C:15]([OH:17])=O)=[CH:13][O:12][N:11]=2)[CH:5]=[CH:6][C:7]=1[O:8][CH3:9].C(N(C(C)C)C(C)C)C.CN(C(ON1N=NC2C=CC=CC1=2)=[N+](C)C)C.[B-](F)(F)(F)F.Cl.Cl.[CH3:51][C:52]1[CH:53]=[CH:54][C:55]([C:58]2([OH:63])[CH2:62][CH2:61][NH:60][CH2:59]2)=[N:56][CH:57]=1. Product: [Cl:1][C:2]1[CH:3]=[C:4]([C:10]2[C:14]([C:15]([N:60]3[CH2:61][CH2:62][C:58]([C:55]4[CH:54]=[CH:53][C:52]([CH3:51])=[CH:57][N:56]=4)([OH:63])[CH2:59]3)=[O:17])=[CH:13][O:12][N:11]=2)[CH:5]=[CH:6][C:7]=1[O:8][CH3:9]. The catalyst class is: 3.